Dataset: Forward reaction prediction with 1.9M reactions from USPTO patents (1976-2016). Task: Predict the product of the given reaction. Given the reactants [Cl:1][C:2]1[CH:10]=[C:9]([CH3:11])[CH:8]=[CH:7][C:3]=1[C:4]([OH:6])=[O:5].O=S(Cl)Cl.[CH3:16]O, predict the reaction product. The product is: [Cl:1][C:2]1[CH:10]=[C:9]([CH3:11])[CH:8]=[CH:7][C:3]=1[C:4]([O:6][CH3:16])=[O:5].